Dataset: Catalyst prediction with 721,799 reactions and 888 catalyst types from USPTO. Task: Predict which catalyst facilitates the given reaction. (1) Reactant: FC(F)(F)C(O)=O.C(=O)([O-])[O-].[K+].[K+].[Cl:14][C:15]1[N:16]=[CH:17][CH:18]=[C:19]2[CH:23]=[CH:22][NH:21][C:20]=12.[CH3:24][Si:25]([CH3:32])([CH3:31])[CH2:26][CH2:27][O:28][CH2:29]Cl.[H-].[Na+]. Product: [Cl:14][C:15]1[N:16]=[CH:17][CH:18]=[C:19]2[CH:23]=[CH:22][N:21]([CH2:29][O:28][CH2:27][CH2:26][Si:25]([CH3:32])([CH3:31])[CH3:24])[C:20]=12. The catalyst class is: 5. (2) Reactant: [CH3:1][N:2]1[C:7](=[O:8])[C:6]([NH:9][C:10]2[CH:15]=[CH:14][C:13]([N:16]3[CH2:21][CH2:20][N:19]([CH:22]4[CH2:25][O:24][CH2:23]4)[CH2:18][C@@H:17]3[CH3:26])=[CH:12][N:11]=2)=[CH:5][C:4]([C:27]2[C:32]([CH:33]=[O:34])=[C:31]([N:35]3[CH2:47][CH2:46][C:45]4[N:44]5[C:39]([CH2:40][CH2:41][CH2:42][CH2:43]5)=[CH:38][C:37]=4[C:36]3=[O:48])[N:30]=[CH:29][CH:28]=2)=[CH:3]1.[BH4-].[Na+]. Product: [OH:34][CH2:33][C:32]1[C:31]([N:35]2[CH2:47][CH2:46][C:45]3[N:44]4[C:39]([CH2:40][CH2:41][CH2:42][CH2:43]4)=[CH:38][C:37]=3[C:36]2=[O:48])=[N:30][CH:29]=[CH:28][C:27]=1[C:4]1[CH:5]=[C:6]([NH:9][C:10]2[CH:15]=[CH:14][C:13]([N:16]3[CH2:21][CH2:20][N:19]([CH:22]4[CH2:25][O:24][CH2:23]4)[CH2:18][C@@H:17]3[CH3:26])=[CH:12][N:11]=2)[C:7](=[O:8])[N:2]([CH3:1])[CH:3]=1. The catalyst class is: 5. (3) Reactant: [Cl:1][C:2]1[CH:7]=[CH:6][CH:5]=[C:4]([Cl:8])[C:3]=1[CH:9]=[C:10](Br)Br.[Li]CCCC. Product: [Cl:1][C:2]1[CH:7]=[CH:6][CH:5]=[C:4]([Cl:8])[C:3]=1[C:9]#[CH:10]. The catalyst class is: 1. (4) The catalyst class is: 7. Reactant: [C:1]([NH:5][S:6]([C:9]1[CH:10]=[N:11][CH:12]=[C:13]([C:15]2[CH:16]=[CH:17][C:18]3[N:19]([N:21]=[C:22]([NH2:24])[N:23]=3)[CH:20]=2)[CH:14]=1)(=[O:8])=[O:7])([CH3:4])([CH3:3])[CH3:2].N1C=CC=CC=1.Cl[C:32](Cl)([O:34]C(=O)OC(Cl)(Cl)Cl)Cl.[C:43]([NH:50][CH2:51][CH2:52][NH2:53])([O:45][C:46]([CH3:49])([CH3:48])[CH3:47])=[O:44]. Product: [C:1]([NH:5][S:6]([C:9]1[CH:14]=[C:13]([C:15]2[CH:16]=[CH:17][C:18]3[N:19]([N:21]=[C:22]([NH:24][C:32](=[O:34])[NH:53][CH2:52][CH2:51][NH:50][C:43](=[O:44])[O:45][C:46]([CH3:47])([CH3:48])[CH3:49])[N:23]=3)[CH:20]=2)[CH:12]=[N:11][CH:10]=1)(=[O:8])=[O:7])([CH3:4])([CH3:2])[CH3:3]. (5) Product: [CH3:4][C:2]([Si:5]([CH3:27])([CH3:26])[O:6][C@H:7]1[CH2:8][C@@H:9]([CH2:23][OH:24])[CH2:10][N:11]([C:13]([O:15][CH2:16][C:17]2[CH:18]=[CH:19][CH:20]=[CH:21][CH:22]=2)=[O:14])[CH2:12]1)([CH3:1])[CH3:3]. Reactant: [CH3:1][C:2]([Si:5]([CH3:27])([CH3:26])[O:6][C@H:7]1[CH2:12][N:11]([C:13]([O:15][CH2:16][C:17]2[CH:22]=[CH:21][CH:20]=[CH:19][CH:18]=2)=[O:14])[CH2:10][C@@H:9]([C:23](O)=[O:24])[CH2:8]1)([CH3:4])[CH3:3].B.C1COCC1. The catalyst class is: 1.